Dataset: Forward reaction prediction with 1.9M reactions from USPTO patents (1976-2016). Task: Predict the product of the given reaction. (1) Given the reactants [F:1][C:2]1[CH:7]=[CH:6][C:5]([C:8]2[CH:13]=[CH:12][CH:11]=[C:10]([S:14](Cl)(=[O:16])=[O:15])[CH:9]=2)=[CH:4][CH:3]=1.[CH3:18][O:19][C:20]1[CH:26]=[C:25]([N+:27]([O-:29])=[O:28])[CH:24]=[CH:23][C:21]=1[NH2:22].N1C=CC=CC=1, predict the reaction product. The product is: [CH3:18][O:19][C:20]1[CH:26]=[C:25]([N+:27]([O-:29])=[O:28])[CH:24]=[CH:23][C:21]=1[NH:22][S:14]([C:10]1[CH:9]=[C:8]([C:5]2[CH:6]=[CH:7][C:2]([F:1])=[CH:3][CH:4]=2)[CH:13]=[CH:12][CH:11]=1)(=[O:16])=[O:15]. (2) Given the reactants [CH3:1][O:2][C:3](=[O:13])[CH2:4][CH2:5][CH2:6][CH:7]1[CH2:12][CH2:11][NH:10][CH2:9][CH2:8]1.Br[CH2:15][CH2:16][O:17][CH2:18][C:19]1[CH:24]=[CH:23][CH:22]=[CH:21][CH:20]=1.C(N(CC)CC)C, predict the reaction product. The product is: [CH3:1][O:2][C:3](=[O:13])[CH2:4][CH2:5][CH2:6][CH:7]1[CH2:12][CH2:11][N:10]([CH2:15][CH2:16][O:17][CH2:18][C:19]2[CH:24]=[CH:23][CH:22]=[CH:21][CH:20]=2)[CH2:9][CH2:8]1. (3) Given the reactants [CH2:1]=[C:2]([C:4]1[CH:5]=[CH:6][C:7]([NH2:10])=[N:8][CH:9]=1)[CH3:3], predict the reaction product. The product is: [CH3:1][CH:2]([C:4]1[CH:5]=[CH:6][C:7]([NH2:10])=[N:8][CH:9]=1)[CH3:3]. (4) Given the reactants C(N1C=CN=C1)(N1C=CN=C1)=O.[CH3:13][C:14]1[S:18][C:17]([C:19]([OH:21])=[O:20])=[CH:16][C:15]=1[NH:22][C:23](=[O:31])[CH2:24][C:25]1[CH:30]=[CH:29][CH:28]=[CH:27][CH:26]=1.[CH2:32](O)[C:33]1[CH:41]=[CH:40][C:39]2[O:38][CH2:37][O:36][C:35]=2[CH:34]=1, predict the reaction product. The product is: [O:38]1[C:39]2[CH:40]=[CH:41][C:33]([CH2:32][O:20][C:19]([C:17]3[S:18][C:14]([CH3:13])=[C:15]([NH:22][C:23](=[O:31])[CH2:24][C:25]4[CH:30]=[CH:29][CH:28]=[CH:27][CH:26]=4)[CH:16]=3)=[O:21])=[CH:34][C:35]=2[O:36][CH2:37]1. (5) The product is: [OH:15][C:14]1[C:9](=[O:8])[NH:10][N:11]=[C:12]([CH2:23][CH2:24][C:25]2[CH:30]=[CH:29][CH:28]=[C:27]([C:31]([F:33])([F:32])[F:34])[CH:26]=2)[CH:13]=1. Given the reactants C([O:8][C:9]1[N:10]=[N:11][C:12]([C:23]#[C:24][C:25]2[CH:30]=[CH:29][CH:28]=[C:27]([C:31]([F:34])([F:33])[F:32])[CH:26]=2)=[CH:13][C:14]=1[O:15]CC1C=CC=CC=1)C1C=CC=CC=1, predict the reaction product. (6) Given the reactants [CH3:1][O:2][C:3](=[O:33])[CH2:4][O:5][C:6]1[CH:15]=[CH:14][C:13]([F:16])=[C:12]2[C:7]=1[C:8](=[O:32])[C:9]([CH2:20][C:21]1[CH:26]=[CH:25][C:24]([N:27]3[CH:31]=[CH:30][CH:29]=[N:28]3)=[CH:23][CH:22]=1)=[C:10]([CH:17]([CH3:19])[CH3:18])[NH:11]2.Cl[CH:35]([F:37])[F:36], predict the reaction product. The product is: [CH3:1][O:2][C:3](=[O:33])[CH2:4][O:5][C:6]1[CH:15]=[CH:14][C:13]([F:16])=[C:12]2[C:7]=1[C:8]([O:32][CH:35]([F:37])[F:36])=[C:9]([CH2:20][C:21]1[CH:26]=[CH:25][C:24]([N:27]3[CH:31]=[CH:30][CH:29]=[N:28]3)=[CH:23][CH:22]=1)[C:10]([CH:17]([CH3:19])[CH3:18])=[N:11]2. (7) Given the reactants [NH:1]1[CH:5]=[N:4][C:3]([C:6]([OH:8])=O)=[N:2]1.F[P-](F)(F)(F)(F)F.CN(C(=[N+](C)C)ON1C2=NC=CC=C2N=N1)C.C(N(C(C)C)C(C)C)C.[F:42][C:43]1[CH:44]=[N:45][CH:46]=[CH:47][C:48]=1[C:49]1[C:50]([C:57]2[CH:58]=[N:59][CH:60]=[CH:61][CH:62]=2)=[N:51][C:52]([NH2:56])=[C:53]([NH2:55])[CH:54]=1, predict the reaction product. The product is: [NH2:56][C:52]1[N:51]=[C:50]([C:57]2[CH:58]=[N:59][CH:60]=[CH:61][CH:62]=2)[C:49]([C:48]2[CH:47]=[CH:46][N:45]=[CH:44][C:43]=2[F:42])=[CH:54][C:53]=1[NH:55][C:6]([C:3]1[N:4]=[CH:5][NH:1][N:2]=1)=[O:8].